This data is from Peptide-MHC class I binding affinity with 185,985 pairs from IEDB/IMGT. The task is: Regression. Given a peptide amino acid sequence and an MHC pseudo amino acid sequence, predict their binding affinity value. This is MHC class I binding data. (1) The peptide sequence is QFAGGSFDF. The MHC is HLA-B44:02 with pseudo-sequence HLA-B44:02. The binding affinity (normalized) is 0.0847. (2) The peptide sequence is ALVEICTEM. The MHC is HLA-A02:03 with pseudo-sequence HLA-A02:03. The binding affinity (normalized) is 0.583. (3) The peptide sequence is ALSYSAGA. The MHC is HLA-A68:02 with pseudo-sequence HLA-A68:02. The binding affinity (normalized) is 0. (4) The peptide sequence is VALANIDEV. The MHC is H-2-Kb with pseudo-sequence H-2-Kb. The binding affinity (normalized) is 0.271. (5) The peptide sequence is TLYCVHQRI. The MHC is HLA-A33:01 with pseudo-sequence HLA-A33:01. The binding affinity (normalized) is 0.0625. (6) The peptide sequence is EKLKKKSAF. The MHC is HLA-B27:05 with pseudo-sequence HLA-B27:05. The binding affinity (normalized) is 0.0847. (7) The binding affinity (normalized) is 0.0847. The peptide sequence is FMSLQSGDV. The MHC is HLA-A01:01 with pseudo-sequence HLA-A01:01. (8) The peptide sequence is ALRANSAVK. The MHC is HLA-A68:01 with pseudo-sequence HLA-A68:01. The binding affinity (normalized) is 0.125. (9) The peptide sequence is RMRGAHTNDVK. The MHC is HLA-A23:01 with pseudo-sequence HLA-A23:01. The binding affinity (normalized) is 0. (10) The peptide sequence is MMMGMFNML. The MHC is HLA-A02:01 with pseudo-sequence HLA-A02:01. The binding affinity (normalized) is 0.292.